This data is from Reaction yield outcomes from USPTO patents with 853,638 reactions. The task is: Predict the reaction yield, written as a fraction of the theoretical maximum amount of product (1.0 means a 100% yield; for example, 0.34 means a 34% yield). The product is [Cl:30][C:25]1[CH:26]=[C:27]([O:21][CH:16]([C:11]2[CH:12]=[CH:13][CH:14]=[CH:15][C:10]=2[C:8]2[O:9][C:5]([CH2:4][N:2]([CH3:1])[CH3:3])=[CH:6][CH:7]=2)[C:17]([F:18])([F:20])[F:19])[N:28]=[C:23]([NH2:22])[N:24]=1. The yield is 0.870. The reactants are [CH3:1][N:2]([CH2:4][C:5]1[O:9][C:8]([C:10]2[CH:15]=[CH:14][CH:13]=[CH:12][C:11]=2[CH:16]([OH:21])[C:17]([F:20])([F:19])[F:18])=[CH:7][CH:6]=1)[CH3:3].[NH2:22][C:23]1[N:28]=[C:27](Cl)[CH:26]=[C:25]([Cl:30])[N:24]=1.C(=O)([O-])[O-].[Cs+].[Cs+].O1CCOCC1. The catalyst is C(OCC)(=O)C.